Dataset: Reaction yield outcomes from USPTO patents with 853,638 reactions. Task: Predict the reaction yield, written as a fraction of the theoretical maximum amount of product (1.0 means a 100% yield; for example, 0.34 means a 34% yield). (1) The reactants are [C:1]([O:5][C:6](=[O:8])[CH3:7])([CH3:4])([CH3:3])[CH3:2].Cl[C:10]1[C:19]2[C:14](=[CH:15][CH:16]=[CH:17][CH:18]=2)[CH:13]=[C:12]([Cl:20])[N:11]=1. The yield is 1.00. No catalyst specified. The product is [C:1]([O:5][C:6](=[O:8])[CH2:7][C:10]1[C:19]2[C:14](=[CH:15][CH:16]=[CH:17][CH:18]=2)[CH:13]=[C:12]([Cl:20])[N:11]=1)([CH3:4])([CH3:3])[CH3:2]. (2) The reactants are [CH2:1]([O:8][C:9]1[C:32](=[O:33])[N:13]2[CH2:14][CH:15]3[CH2:20][CH2:19][C:18]([NH:21][C:22]([O:24][CH2:25][C:26]4[CH:31]=[CH:30][CH:29]=[CH:28][CH:27]=4)=[O:23])([C:12]2=[N:11][C:10]=1[C:34]([OH:36])=O)[CH2:17][CH2:16]3)[C:2]1[CH:7]=[CH:6][CH:5]=[CH:4][CH:3]=1.C(Cl)(=O)C(Cl)=O.Cl.[NH2:44][CH2:45][C:46](=[O:55])[CH2:47][C:48]1[CH:53]=[CH:52][C:51]([F:54])=[CH:50][CH:49]=1.C(N(CC)CC)C.C([O-])(O)=O.[Na+]. The catalyst is C(Cl)Cl.CN(C=O)C. The product is [CH2:25]([O:24][C:22](=[O:23])[NH:21][C:18]12[CH2:19][CH2:20][CH:15]([CH2:16][CH2:17]1)[CH2:14][N:13]1[C:32](=[O:33])[C:9]([O:8][CH2:1][C:2]3[CH:3]=[CH:4][CH:5]=[CH:6][CH:7]=3)=[C:10]([C:34](=[O:36])[NH:44][CH2:45][C:46](=[O:55])[CH2:47][C:48]3[CH:53]=[CH:52][C:51]([F:54])=[CH:50][CH:49]=3)[N:11]=[C:12]21)[C:26]1[CH:31]=[CH:30][CH:29]=[CH:28][CH:27]=1. The yield is 0.590. (3) The reactants are P([O:13][CH2:14][C@H:15]1[CH2:19][CH2:18][CH2:17][N:16]1[CH2:20][CH2:21][CH2:22][O:23][C:24]1[CH:33]=[C:32]2[C:27]([C:28]([NH:34][C:35]3[CH:39]=[C:38]([CH2:40][C:41]([NH:43][C:44]4[CH:49]=[CH:48][CH:47]=[C:46]([F:50])[C:45]=4[F:51])=[O:42])[NH:37][N:36]=3)=[N:29][CH:30]=[N:31]2)=[CH:26][C:25]=1[O:52][CH3:53])(OC(C)(C)C)(OC(C)(C)C)=O.N1CCC[C@@H]1CO. No catalyst specified. The product is [F:51][C:45]1[C:46]([F:50])=[CH:47][CH:48]=[CH:49][C:44]=1[NH:43][C:41](=[O:42])[CH2:40][C:38]1[NH:37][N:36]=[C:35]([NH:34][C:28]2[C:27]3[C:32](=[CH:33][C:24]([O:23][CH2:22][CH2:21][CH2:20][N:16]4[CH2:17][CH2:18][CH2:19][C@@H:15]4[CH2:14][OH:13])=[C:25]([O:52][CH3:53])[CH:26]=3)[N:31]=[CH:30][N:29]=2)[CH:39]=1. The yield is 0.790. (4) The reactants are [NH2:1][C:2]1[C:3]([C:7]2[N:11]([C:12]3[CH:17]=[CH:16][CH:15]=[C:14]([Cl:18])[CH:13]=3)C(=O)[O:9][N:8]=2)=[N:4][O:5][N:6]=1.[C:20]1([CH2:26][C:27](Cl)=[O:28])[CH:25]=[CH:24][CH:23]=[CH:22][CH:21]=1. The catalyst is CN(C)C1C=CN=CC=1.N1C=CC=CC=1. The product is [Cl:18][C:14]1[CH:13]=[C:12]([NH:11][C:7](=[N:8][OH:9])[C:3]2[C:2]([NH:1][C:27](=[O:28])[CH2:26][C:20]3[CH:25]=[CH:24][CH:23]=[CH:22][CH:21]=3)=[N:6][O:5][N:4]=2)[CH:17]=[CH:16][CH:15]=1. The yield is 0.450. (5) The reactants are [CH3:1][C:2]1[CH:9]=[C:8]([O:10]C)[C:7]([CH3:12])=[CH:6][C:3]=1[CH:4]=[O:5].B(Br)(Br)Br. The catalyst is C(Cl)Cl. The product is [CH3:1][C:2]1[CH:9]=[C:8]([OH:10])[C:7]([CH3:12])=[CH:6][C:3]=1[CH:4]=[O:5]. The yield is 0.570. (6) The reactants are Br[C:2]1[CH:3]=[C:4]([NH:10][C:11]2[CH:16]=[CH:15][C:14]([C:17]([N:19]3[CH2:24][CH2:23][O:22][CH2:21][C@@H:20]3[CH3:25])=[O:18])=[CH:13][N:12]=2)[C:5](=[O:9])[N:6]([CH3:8])[CH:7]=1.[C:26]([O:29][CH2:30][C:31]1[C:32]([N:46]2[CH2:57][CH2:56][N:55]3[C:48](=[CH:49][C:50]4[CH2:51][C:52]([CH3:59])([CH3:58])[CH2:53][C:54]=43)[C:47]2=[O:60])=[N:33][CH:34]=[CH:35][C:36]=1B1OC(C)(C)C(C)(C)O1)(=[O:28])[CH3:27].[O-]P([O-])([O-])=O.[K+].[K+].[K+].C([O-])(=O)C.[Na+]. The catalyst is C1C=CC(P(C2C=CC=CC=2)[C-]2C=CC=C2)=CC=1.C1C=CC(P(C2C=CC=CC=2)[C-]2C=CC=C2)=CC=1.Cl[Pd]Cl.[Fe+2].O.C(#N)C. The product is [C:26]([O:29][CH2:30][C:31]1[C:32]([N:46]2[CH2:57][CH2:56][N:55]3[C:48](=[CH:49][C:50]4[CH2:51][C:52]([CH3:59])([CH3:58])[CH2:53][C:54]=43)[C:47]2=[O:60])=[N:33][CH:34]=[CH:35][C:36]=1[C:2]1[CH:3]=[C:4]([NH:10][C:11]2[CH:16]=[CH:15][C:14]([C:17]([N:19]3[CH2:24][CH2:23][O:22][CH2:21][C@@H:20]3[CH3:25])=[O:18])=[CH:13][N:12]=2)[C:5](=[O:9])[N:6]([CH3:8])[CH:7]=1)(=[O:28])[CH3:27]. The yield is 0.470.